From a dataset of Peptide-MHC class I binding affinity with 185,985 pairs from IEDB/IMGT. Regression. Given a peptide amino acid sequence and an MHC pseudo amino acid sequence, predict their binding affinity value. This is MHC class I binding data. The peptide sequence is ILRNPGYAL. The MHC is HLA-B08:01 with pseudo-sequence HLA-B08:01. The binding affinity (normalized) is 0.429.